This data is from Full USPTO retrosynthesis dataset with 1.9M reactions from patents (1976-2016). The task is: Predict the reactants needed to synthesize the given product. (1) Given the product [CH:1]1([O:5][C:6]([N:8]2[CH2:13][CH2:12][N:11]([C:14](=[O:51])[C@@H:15]([NH:21][C:22]([C:24]3[CH:28]=[C:27]([O:29][CH2:30][C:31]([N:33]4[CH2:37][CH2:36][CH2:35][C@H:34]4[C:38](=[O:44])[N:39]([CH:40]4[CH2:43][CH2:42][CH2:41]4)[CH3:53])=[O:32])[N:26]([C:45]4[CH:46]=[CH:47][CH:48]=[CH:49][CH:50]=4)[N:25]=3)=[O:23])[CH2:16][CH2:17][CH2:18][CH2:19][OH:20])[CH2:10][CH2:9]2)=[O:7])[CH2:4][CH2:3][CH2:2]1, predict the reactants needed to synthesize it. The reactants are: [CH:1]1([O:5][C:6]([N:8]2[CH2:13][CH2:12][N:11]([C:14](=[O:51])[C@@H:15]([NH:21][C:22]([C:24]3[CH:28]=[C:27]([O:29][CH2:30][C:31]([N:33]4[CH2:37][CH2:36][CH2:35][C@H:34]4[C:38](=[O:44])[NH:39][CH:40]4[CH2:43][CH2:42][CH2:41]4)=[O:32])[N:26]([C:45]4[CH:50]=[CH:49][CH:48]=[CH:47][CH:46]=4)[N:25]=3)=[O:23])[CH2:16][CH2:17][CH2:18][CH2:19][OH:20])[CH2:10][CH2:9]2)=[O:7])[CH2:4][CH2:3][CH2:2]1.I[CH3:53].[H-].[Na+]. (2) Given the product [CH3:11][N:8]1[C:9]2[CH:10]=[C:2]([N:35]3[CH:36]=[CH:37][C:32]([C:29]4[CH:30]=[N:31][C:26]([C:25]([F:24])([F:39])[F:40])=[CH:27][CH:28]=4)=[CH:33][C:34]3=[O:38])[CH:3]=[CH:4][C:5]=2[C:6]2[CH2:16][N:15]([C:17]([O:19][C:20]([CH3:23])([CH3:22])[CH3:21])=[O:18])[CH2:14][CH2:13][CH2:12][C:7]1=2, predict the reactants needed to synthesize it. The reactants are: Br[C:2]1[CH:3]=[CH:4][C:5]2[C:6]3[CH2:16][N:15]([C:17]([O:19][C:20]([CH3:23])([CH3:22])[CH3:21])=[O:18])[CH2:14][CH2:13][CH2:12][C:7]=3[N:8]([CH3:11])[C:9]=2[CH:10]=1.[F:24][C:25]([F:40])([F:39])[C:26]1[N:31]=[CH:30][C:29]([C:32]2[CH:37]=[CH:36][NH:35][C:34](=[O:38])[CH:33]=2)=[CH:28][CH:27]=1.C([O-])([O-])=O.[Cs+].[Cs+].OC1C=CC=C2C=1N=CC=C2. (3) Given the product [Br:1][C:2]1[C:3]([NH:23][NH2:24])=[N:4][CH:5]=[CH:6][C:7]=1[C:8]1[CH:13]=[CH:12][C:11]([Cl:14])=[CH:10][CH:9]=1, predict the reactants needed to synthesize it. The reactants are: [Br:1][C:2]1[C:3](Cl)=[N:4][CH:5]=[CH:6][C:7]=1[C:8]1[CH:13]=[CH:12][C:11]([Cl:14])=[CH:10][CH:9]=1.N1C=CC=CC=1.O.[NH2:23][NH2:24]. (4) Given the product [O:8]1[C:12]2[CH:13]=[CH:14][CH:15]=[CH:16][C:11]=2[C:10]([NH:17][C:18]([N:20]2[CH2:25][CH2:24][N:23]([C:34]([O:36][CH:37]3[CH2:41][CH2:40][CH2:39][CH2:38]3)=[O:35])[CH2:22][CH2:21]2)=[O:19])=[N:9]1, predict the reactants needed to synthesize it. The reactants are: FC(F)(F)C(O)=O.[O:8]1[C:12]2[CH:13]=[CH:14][CH:15]=[CH:16][C:11]=2[C:10]([NH:17][C:18]([N:20]2[CH2:25][CH2:24][NH:23][CH2:22][CH2:21]2)=[O:19])=[N:9]1.C(N(CC)CC)C.Cl[C:34]([O:36][CH:37]1[CH2:41][CH2:40][CH2:39][CH2:38]1)=[O:35].O. (5) Given the product [CH:22]1([CH2:25][C:26]([NH:34][C:12]([C:10]2[CH:9]=[CH:8][C:7]([N:15]3[CH2:18][C:17]([F:20])([F:19])[CH2:16]3)=[C:6]([O:5][CH2:4][CH:1]3[CH2:2][CH2:3]3)[N:11]=2)=[O:14])([CH3:33])[C:27]2[N:31]=[C:30]([CH3:32])[O:29][N:28]=2)[CH2:24][CH2:23]1, predict the reactants needed to synthesize it. The reactants are: [CH:1]1([CH2:4][O:5][C:6]2[N:11]=[C:10]([C:12]([OH:14])=O)[CH:9]=[CH:8][C:7]=2[N:15]2[CH2:18][C:17]([F:20])([F:19])[CH2:16]2)[CH2:3][CH2:2]1.Cl.[CH:22]1([CH2:25][C:26]([NH2:34])([CH3:33])[C:27]2[N:31]=[C:30]([CH3:32])[O:29][N:28]=2)[CH2:24][CH2:23]1. (6) Given the product [Cl:34][C:2]([Cl:1])([Cl:35])[CH2:3][O:4][C:5](=[O:33])[CH:6]([S:23][CH2:24][CH2:25][C:26]1[CH:27]=[CH:28][C:29]([F:32])=[CH:30][CH:31]=1)[CH2:7][C:8]1[CH:9]=[CH:10][C:11]([CH2:14][OH:15])=[CH:12][CH:13]=1, predict the reactants needed to synthesize it. The reactants are: [Cl:1][C:2]([Cl:35])([Cl:34])[CH2:3][O:4][C:5](=[O:33])[CH:6]([S:23][CH2:24][CH2:25][C:26]1[CH:31]=[CH:30][C:29]([F:32])=[CH:28][CH:27]=1)[CH2:7][C:8]1[CH:13]=[CH:12][C:11]([C:14](C)(C)[O:15][SiH2]C(C)(C)C)=[CH:10][CH:9]=1.B(F)(F)F.CCOCC.Cl.